From a dataset of Reaction yield outcomes from USPTO patents with 853,638 reactions. Predict the reaction yield, written as a fraction of the theoretical maximum amount of product (1.0 means a 100% yield; for example, 0.34 means a 34% yield). (1) The reactants are [CH2:1]1[C:10]2[C:5](=[CH:6][C:7]([NH:11][C:12]3[N:17]=[C:16]([CH2:18][CH2:19][C:20]4[CH:25]=[CH:24][CH:23]=[CH:22][C:21]=4[CH2:26][C:27]([NH2:29])=[O:28])[C:15]([C:30]([F:33])([F:32])[F:31])=[CH:14][N:13]=3)=[CH:8][CH:9]=2)[CH2:4][CH2:3][NH:2]1.C=O.[C:36](O[BH-](OC(=O)C)OC(=O)C)(=O)C.[Na+]. The catalyst is CO. The product is [CH3:36][N:2]1[CH2:3][CH2:4][C:5]2[C:10](=[CH:9][CH:8]=[C:7]([NH:11][C:12]3[N:17]=[C:16]([CH2:18][CH2:19][C:20]4[CH:25]=[CH:24][CH:23]=[CH:22][C:21]=4[CH2:26][C:27]([NH2:29])=[O:28])[C:15]([C:30]([F:32])([F:33])[F:31])=[CH:14][N:13]=3)[CH:6]=2)[CH2:1]1. The yield is 0.880. (2) The reactants are [OH:1][C:2]1[CH:3]=[C:4]2[C:9](=[CH:10][CH:11]=1)[CH:8]([C:12]([O:14][CH2:15][CH3:16])=[O:13])[N:7]([C:17]([O:19][C:20]([CH3:23])([CH3:22])[CH3:21])=[O:18])[CH2:6][CH2:5]2.CCN(C(C)C)C(C)C.C1COCC1.[F:38][C:39]([F:58])([F:57])[S:40](N(C1C=CC=CC=1)[S:40]([C:39]([F:58])([F:57])[F:38])(=[O:42])=[O:41])(=[O:42])=[O:41]. The catalyst is CN(C1C=CN=CC=1)C.C(OCC)(=O)C.CCCCCC.C(OCC)(=O)C. The product is [F:38][C:39]([F:58])([F:57])[S:40]([O:1][C:2]1[CH:3]=[C:4]2[C:9](=[CH:10][CH:11]=1)[CH:8]([C:12]([O:14][CH2:15][CH3:16])=[O:13])[N:7]([C:17]([O:19][C:20]([CH3:22])([CH3:21])[CH3:23])=[O:18])[CH2:6][CH2:5]2)(=[O:42])=[O:41]. The yield is 1.05. (3) The reactants are [Cl:1][C:2]1[CH:3]=[CH:4][C:5]2[N:6]([C:8](I)=[CH:9][N:10]=2)[N:7]=1.C1COCC1.[Si:17]([C:21]#[CH:22])([CH3:20])([CH3:19])[CH3:18]. The catalyst is Cl[Pd](Cl)([P](C1C=CC=CC=1)(C1C=CC=CC=1)C1C=CC=CC=1)[P](C1C=CC=CC=1)(C1C=CC=CC=1)C1C=CC=CC=1.[Cu]I.CCN(CC)CC. The product is [Cl:1][C:2]1[CH:3]=[CH:4][C:5]2[N:6]([C:8]([C:22]#[C:21][Si:17]([CH3:20])([CH3:19])[CH3:18])=[CH:9][N:10]=2)[N:7]=1. The yield is 0.860. (4) The reactants are [Cl:1][C:2]1[C:3]([C:8]2([CH3:15])[CH2:13][CH2:12][C:11](=[O:14])[CH:10]=[CH:9]2)=[N:4][CH:5]=[CH:6][CH:7]=1.[H][H]. The catalyst is CN(C=O)C.[Pt]. The product is [Cl:1][C:2]1[C:3]([C:8]2([CH3:15])[CH2:9][CH2:10][C:11](=[O:14])[CH2:12][CH2:13]2)=[N:4][CH:5]=[CH:6][CH:7]=1. The yield is 0.400.